From a dataset of Full USPTO retrosynthesis dataset with 1.9M reactions from patents (1976-2016). Predict the reactants needed to synthesize the given product. (1) Given the product [C:19]([O:23][C:24]([NH:26][C:27]1[C:36]2[C:31](=[CH:32][CH:33]=[CH:34][CH:35]=2)[C:30]([O:37][C:38]2[CH:43]=[CH:42][N:41]=[C:40]([NH:44][C:45]3[CH:46]=[C:47]([CH:51]=[C:52]([C:54]#[CH:55])[CH:53]=3)[C:48]([OH:50])=[O:49])[CH:39]=2)=[CH:29][CH:28]=1)=[O:25])([CH3:22])([CH3:21])[CH3:20], predict the reactants needed to synthesize it. The reactants are: CCCC[N+](CCCC)(CCCC)CCCC.[F-].[C:19]([O:23][C:24]([NH:26][C:27]1[C:36]2[C:31](=[CH:32][CH:33]=[CH:34][CH:35]=2)[C:30]([O:37][C:38]2[CH:43]=[CH:42][N:41]=[C:40]([NH:44][C:45]3[CH:46]=[C:47]([CH:51]=[C:52]([C:54]#[C:55][Si](C(C)C)(C(C)C)C(C)C)[CH:53]=3)[C:48]([OH:50])=[O:49])[CH:39]=2)=[CH:29][CH:28]=1)=[O:25])([CH3:22])([CH3:21])[CH3:20].O.Cl. (2) Given the product [C:18]([O:21][C:22](=[O:23])[NH:14][C:10]1[CH2:11][O:12][CH2:13][C:8]([C:6]2[CH:7]=[C:2]([Br:1])[CH:3]=[CH:4][C:5]=2[F:16])([CH3:15])[N:9]=1)([CH3:20])([CH3:19])[CH3:17], predict the reactants needed to synthesize it. The reactants are: [Br:1][C:2]1[CH:3]=[CH:4][C:5]([F:16])=[C:6]([C:8]2([CH3:15])[CH2:13][O:12][CH2:11][C:10]([NH2:14])=[N:9]2)[CH:7]=1.[CH3:17][C:18]([O:21][C:22](O[C:22]([O:21][C:18]([CH3:20])([CH3:19])[CH3:17])=[O:23])=[O:23])([CH3:20])[CH3:19].CCN(C(C)C)C(C)C. (3) Given the product [CH3:1][O:2][C:3](=[O:19])[CH:4]([O:16][CH2:17][CH3:18])[CH2:5][C:6]1[C:14]2[O:13][CH:12]=[CH:11][C:10]=2[C:9]([O:15][CH2:32][C:30]2[N:31]=[C:27]([C:24]3[CH:25]=[CH:26][C:21]([Cl:20])=[CH:22][CH:23]=3)[O:28][C:29]=2[CH3:34])=[CH:8][CH:7]=1, predict the reactants needed to synthesize it. The reactants are: [CH3:1][O:2][C:3](=[O:19])[CH:4]([O:16][CH2:17][CH3:18])[CH2:5][C:6]1[C:14]2[O:13][CH:12]=[CH:11][C:10]=2[C:9]([OH:15])=[CH:8][CH:7]=1.[Cl:20][C:21]1[CH:26]=[CH:25][C:24]([C:27]2[O:28][C:29]([CH3:34])=[C:30]([CH2:32]O)[N:31]=2)=[CH:23][CH:22]=1.C1(P(C2C=CC=CC=2)C2C=CC=CC=2)C=CC=CC=1.N(C(OCC)=O)=NC(OCC)=O. (4) The reactants are: CC([N:5]([C@H:9]([CH3:28])[C:10]([NH:12][C:13]1[CH:14]=[N:15][C:16]([O:19][C:20]2[CH:25]=[C:24]([CH3:26])[CH:23]=[CH:22][C:21]=2[CH3:27])=[CH:17][CH:18]=1)=[O:11])C(=O)[O-])(C)C.C(O)(C(F)(F)F)=O. Given the product [CH3:27][C:21]1[CH:22]=[CH:23][C:24]([CH3:26])=[CH:25][C:20]=1[O:19][C:16]1[N:15]=[CH:14][C:13]([NH:12][C:10](=[O:11])[C@@H:9]([CH3:28])[NH2:5])=[CH:18][CH:17]=1, predict the reactants needed to synthesize it. (5) Given the product [C@@H:41]1([N:55]2[C:59]3=[N:60][CH:61]=[CH:62][C:63]([C:9]4[S:10][C:6]([C:2]5[S:1][CH:5]=[CH:4][CH:3]=5)=[CH:7][N:8]=4)=[C:58]3[CH:57]=[CH:56]2)[O:42][C@H:43]([CH2:44][OH:45])[C@@H:39]([OH:38])[CH2:40]1, predict the reactants needed to synthesize it. The reactants are: [S:1]1[CH:5]=[CH:4][CH:3]=[C:2]1[C:6]1[S:10][CH:9]=[N:8][CH:7]=1.C([Li])CCC.C([Sn](Cl)(CCCC)CCCC)CCC.C1(C)C(C([O:38][C@@H:39]2[C@@H:43]([CH2:44][O:45]C(C3C(C)=CC=CC=3)=O)[O:42][C@@H:41]([N:55]3[C:59]4=[N:60][CH:61]=[CH:62][C:63](I)=[C:58]4[CH:57]=[CH:56]3)[CH2:40]2)=O)=CC=CC=1. (6) Given the product [NH2:17][C:16]1[CH:15]=[CH:14][C:13]([C:20]2[CH:21]=[CH:22][C:23]([C:26]([F:28])([F:29])[F:27])=[CH:24][CH:25]=2)=[CH:12][C:11]=1[CH2:10][NH:9][CH2:8][CH2:7][O:6][Si:5]([C:2]([CH3:4])([CH3:3])[CH3:1])([CH3:30])[CH3:31], predict the reactants needed to synthesize it. The reactants are: [CH3:1][C:2]([Si:5]([CH3:31])([CH3:30])[O:6][CH2:7][CH2:8][NH:9][CH2:10][C:11]1[CH:12]=[C:13]([C:20]2[CH:25]=[CH:24][C:23]([C:26]([F:29])([F:28])[F:27])=[CH:22][CH:21]=2)[CH:14]=[CH:15][C:16]=1[N+:17]([O-])=O)([CH3:4])[CH3:3].[H][H].